Task: Predict the product of the given reaction.. Dataset: Forward reaction prediction with 1.9M reactions from USPTO patents (1976-2016) (1) Given the reactants [CH3:1][O:2][C:3]1[N:8]=[CH:7][C:6]([C:9]2[C:13]([CH3:14])=[C:12]([NH2:15])[N:11]([C:16]3[CH:21]=[CH:20][CH:19]=[CH:18][CH:17]=3)[N:10]=2)=[CH:5][N:4]=1.C1(C2C=CC([CH2:31][O:32]C)=CC=2CN)CC1.[F:36][CH:37]([F:50])[O:38][C:39]1[CH:44]=[CH:43][C:42]([CH2:45][O:46][CH3:47])=[CH:41][C:40]=1[CH2:48][NH2:49], predict the reaction product. The product is: [F:36][CH:37]([F:50])[O:38][C:39]1[CH:44]=[CH:43][C:42]([CH2:45][O:46][CH3:47])=[CH:41][C:40]=1[CH2:48][NH:49][C:31]([NH:15][C:12]1[N:11]([C:16]2[CH:21]=[CH:20][CH:19]=[CH:18][CH:17]=2)[N:10]=[C:9]([C:6]2[CH:5]=[N:4][C:3]([O:2][CH3:1])=[N:8][CH:7]=2)[C:13]=1[CH3:14])=[O:32]. (2) Given the reactants [CH:1]1[CH:6]=[CH:5][CH:4]=[CH:3][CH:2]=1.[Cl:7][CH2:8][CH2:9][CH2:10][C:11](Cl)=[O:12].[Cl-].[Al+3].[Cl-].[Cl-], predict the reaction product. The product is: [Cl:7][CH2:8][CH2:9][CH2:10][C:11]([C:1]1[CH:6]=[CH:5][CH:4]=[CH:3][CH:2]=1)=[O:12]. (3) Given the reactants [CH3:1][C:2]1[CH:3]=[C:4]([NH:9][S:10]([CH3:13])(=[O:12])=[O:11])[CH:5]=[C:6]([CH3:8])[CH:7]=1.[CH3:14][O:15]C(Cl)Cl, predict the reaction product. The product is: [CH:14]([C:7]1[C:2]([CH3:1])=[CH:3][C:4]([NH:9][S:10]([CH3:13])(=[O:12])=[O:11])=[CH:5][C:6]=1[CH3:8])=[O:15].